Predict which catalyst facilitates the given reaction. From a dataset of Catalyst prediction with 721,799 reactions and 888 catalyst types from USPTO. (1) Reactant: [F:1][C:2]([F:15])([C:8]1[CH:13]=[CH:12][C:11]([CH3:14])=[CH:10][N:9]=1)[C:3]([O:5]CC)=[O:4].O.[OH-].[Li+]. Product: [F:15][C:2]([F:1])([C:8]1[CH:13]=[CH:12][C:11]([CH3:14])=[CH:10][N:9]=1)[C:3]([OH:5])=[O:4]. The catalyst class is: 364. (2) Reactant: FC(F)(F)C(O)=O.[Cl:8][C:9]1[CH:14]=[C:13]([Cl:15])[CH:12]=[CH:11][C:10]=1[C@H:16]([N:18]1[C:22]2[CH:23]=[C:24]([N:27]3[CH2:32][CH2:31][N:30]([C:33]([C@H:35]4[CH2:39][CH2:38][CH2:37][N:36]4C(OC(C)(C)C)=O)=[O:34])[C@H:29]([CH3:47])[CH2:28]3)[CH:25]=[CH:26][C:21]=2[N:20]=[N:19]1)[CH3:17]. Product: [Cl:8][C:9]1[CH:14]=[C:13]([Cl:15])[CH:12]=[CH:11][C:10]=1[C@H:16]([N:18]1[C:22]2[CH:23]=[C:24]([N:27]3[CH2:32][CH2:31][N:30]([C:33]([C@H:35]4[CH2:39][CH2:38][CH2:37][NH:36]4)=[O:34])[C@H:29]([CH3:47])[CH2:28]3)[CH:25]=[CH:26][C:21]=2[N:20]=[N:19]1)[CH3:17]. The catalyst class is: 4. (3) Reactant: [CH3:1][C:2]1[CH:10]=[CH:9][C:5]2=[N:6][S:7][N:8]=[C:4]2[CH:3]=1.[Br:11]N1C(=O)CCC1=O.CC(N=NC(C#N)(C)C)(C#N)C. Product: [Br:11][CH2:1][C:2]1[CH:10]=[CH:9][C:5]2=[N:6][S:7][N:8]=[C:4]2[CH:3]=1. The catalyst class is: 22.